Predict the reaction yield, written as a fraction of the theoretical maximum amount of product (1.0 means a 100% yield; for example, 0.34 means a 34% yield). From a dataset of Reaction yield outcomes from USPTO patents with 853,638 reactions. The reactants are [Cl:1][C:2]1[CH:3]=[C:4]([NH2:27])[C:5]([NH:17][C@H:18]([C:20]2[CH:25]=[CH:24][C:23]([F:26])=[CH:22][CH:21]=2)[CH3:19])=[N:6][C:7]=1[NH:8][C:9]1[CH:13]=[C:12]([CH:14]2[CH2:16][CH2:15]2)[NH:11][N:10]=1.[C:28](O)(=O)C.C(N)=N.C([O-])(O)=O.[Na+].CCOC(C)=O. The catalyst is CCO. The product is [Cl:1][C:2]1[CH:3]=[C:4]2[N:27]=[CH:28][N:17]([C@H:18]([C:20]3[CH:21]=[CH:22][C:23]([F:26])=[CH:24][CH:25]=3)[CH3:19])[C:5]2=[N:6][C:7]=1[NH:8][C:9]1[CH:13]=[C:12]([CH:14]2[CH2:16][CH2:15]2)[NH:11][N:10]=1. The yield is 0.470.